Dataset: Forward reaction prediction with 1.9M reactions from USPTO patents (1976-2016). Task: Predict the product of the given reaction. (1) Given the reactants [CH:1]1([N:4]2[C:12]3[C:7](=[CH:8][CH:9]=[C:10]([C:13]([O:15]C)=[O:14])[CH:11]=3)[C:6]([CH3:18])([CH3:17])[C:5]2=[O:19])[CH2:3][CH2:2]1.[OH-].[Na+], predict the reaction product. The product is: [CH:1]1([N:4]2[C:12]3[C:7](=[CH:8][CH:9]=[C:10]([C:13]([OH:15])=[O:14])[CH:11]=3)[C:6]([CH3:17])([CH3:18])[C:5]2=[O:19])[CH2:2][CH2:3]1. (2) Given the reactants [NH2:1][C:2]1[C:7]([C:8]#[N:9])=[C:6]([C:10]2[CH:15]=[CH:14][C:13]([O:16][CH2:17][CH2:18][OH:19])=[CH:12][CH:11]=2)[C:5]([C:20]#[N:21])=[C:4]([S:22][CH2:23][C:24]2[N:25]=[C:26]([C:29]3[CH:34]=[CH:33][C:32]([Cl:35])=[CH:31][CH:30]=3)[S:27][CH:28]=2)[N:3]=1.[C:36]([O:43][C:44]([CH3:47])([CH3:46])[CH3:45])(=[O:42])[CH2:37][CH2:38][C:39]([O-])=[O:40].Cl.CN(C)CCCN=C=NCC.[Cl-].[NH4+], predict the reaction product. The product is: [C:39]([O:19][CH2:18][CH2:17][O:16][C:13]1[CH:12]=[CH:11][C:10]([C:6]2[C:5]([C:20]#[N:21])=[C:4]([S:22][CH2:23][C:24]3[N:25]=[C:26]([C:29]4[CH:30]=[CH:31][C:32]([Cl:35])=[CH:33][CH:34]=4)[S:27][CH:28]=3)[N:3]=[C:2]([NH2:1])[C:7]=2[C:8]#[N:9])=[CH:15][CH:14]=1)(=[O:40])[CH2:38][CH2:37][C:36]([O:43][C:44]([CH3:46])([CH3:45])[CH3:47])=[O:42]. (3) The product is: [F:10][C:8]1[CH:7]=[CH:6][C:3]2[C:4]3[N:11]([C:24]([CH3:26])=[C:21]([CH3:20])[N:22]=3)[C:12]3[CH:17]=[CH:16][C:15]([CH3:18])=[CH:14][C:13]=3[O:19][C:2]=2[N:9]=1. Given the reactants F[C:2]1[N:9]=[C:8]([F:10])[CH:7]=[CH:6][C:3]=1[CH:4]=O.[NH2:11][C:12]1[CH:17]=[CH:16][C:15]([CH3:18])=[CH:14][C:13]=1[OH:19].[CH3:20]/[C:21](/[C:24]([CH3:26])=O)=[N:22]\O, predict the reaction product. (4) Given the reactants [N+]([O-])([O-])=O.[NH4+].[Ce].COC1C=CC(C[N:14]2[CH2:19][CH2:18][CH2:17][C@@H:16]([CH3:20])[C@H:15]2[CH2:21][NH:22][C:23]([C:25]2[CH:26]=[CH:27][CH:28]=[C:29]3[C:34]=2[N:33]=[CH:32][CH:31]=[CH:30]3)=[O:24])=CC=1.C([O-])(O)=O.[Na+].C[C@@H]1CCCN[C@@H]1CNC(C1C=CC=C2C=1N=CC=C2)=O.COC1C=CC(C=O)=CC=1, predict the reaction product. The product is: [CH3:20][C@@H:16]1[CH2:17][CH2:18][CH2:19][NH:14][C@@H:15]1[CH2:21][NH:22][C:23]([C:25]1[CH:26]=[CH:27][CH:28]=[C:29]2[C:34]=1[N:33]=[CH:32][CH:31]=[CH:30]2)=[O:24]. (5) Given the reactants [CH3:1][N:2]([CH3:6])[CH2:3][CH2:4][OH:5].[H-].[Na+].Cl[C:10]1[N:15]=[CH:14][C:13]([C:16]2[CH:28]=[CH:27][C:19]3[N:20]=[C:21]([NH:23][C:24](=[O:26])[CH3:25])[S:22][C:18]=3[CH:17]=2)=[CH:12][C:11]=1[NH:29][CH:30]([CH3:32])[CH3:31], predict the reaction product. The product is: [CH3:1][N:2]([CH3:6])[CH2:3][CH2:4][O:5][C:10]1[N:15]=[CH:14][C:13]([C:16]2[CH:28]=[CH:27][C:19]3[N:20]=[C:21]([NH:23][C:24](=[O:26])[CH3:25])[S:22][C:18]=3[CH:17]=2)=[CH:12][C:11]=1[NH:29][CH:30]([CH3:32])[CH3:31].